Predict the product of the given reaction. From a dataset of Forward reaction prediction with 1.9M reactions from USPTO patents (1976-2016). (1) The product is: [NH2:12][C:9]([CH3:10])([CH3:11])[CH2:8][C:7]1[N:6]([CH2:20][CH3:21])[N:5]=[C:4]([C:22]#[N:23])[C:3]=1[Br:2]. Given the reactants Cl.[Br:2][C:3]1[C:4]([C:22]#[N:23])=[N:5][N:6]([CH2:20][CH3:21])[C:7]=1[CH2:8][C:9]([NH:12]C(=O)OC(C)(C)C)([CH3:11])[CH3:10], predict the reaction product. (2) Given the reactants [C:1]([NH:4][NH:5][C:6](=O)[CH2:7][NH:8][C:9](=O)[C:10]1[CH:15]=[CH:14][C:13]([O:16][C:17]2[C:18]([CH3:32])=[N:19][N:20]([C:23]3[CH:28]=[CH:27][C:26]([C:29]#[N:30])=[C:25]([Cl:31])[CH:24]=3)[C:21]=2[CH3:22])=[CH:12][CH:11]=1)(=[O:3])[CH3:2], predict the reaction product. The product is: [Cl:31][C:25]1[CH:24]=[C:23]([N:20]2[C:21]([CH3:22])=[C:17]([O:16][C:13]3[CH:14]=[CH:15][C:10]([C:9]4[N:5]5[C:6]([O:3][C:1]([CH3:2])=[N:4]5)=[CH:7][N:8]=4)=[CH:11][CH:12]=3)[C:18]([CH3:32])=[N:19]2)[CH:28]=[CH:27][C:26]=1[C:29]#[N:30]. (3) The product is: [O:26]1[C:27]2[CH:28]=[CH:29][C:21]([CH2:20][N:17]3[C:16](=[O:18])[CH:15]=[CH:14][C:13]3=[O:19])=[CH:22][C:23]=2[O:24][CH2:25]1. Given the reactants CCOC(/N=N/C(OCC)=O)=O.[C:13]1(=[O:19])[NH:17][C:16](=[O:18])[CH:15]=[CH:14]1.[CH2:20](O)[C:21]1[CH:29]=[CH:28][C:27]2[O:26][CH2:25][O:24][C:23]=2[CH:22]=1.C1(P(C2C=CC=CC=2)C2C=CC=CC=2)C=CC=CC=1, predict the reaction product. (4) Given the reactants [Cl:1][C:2]1[S:6][C:5]([C:7]2[N:8]=[C:9]([CH2:12]O)[S:10][CH:11]=2)=[CH:4][CH:3]=1.O1CCCC1.C1C=CC(P([N:33]=[N+:34]=[N-:35])(C2C=CC=CC=2)=O)=CC=1.C1CCN2C(=NCCC2)CC1, predict the reaction product. The product is: [N:33]([CH2:12][C:9]1[S:10][CH:11]=[C:7]([C:5]2[S:6][C:2]([Cl:1])=[CH:3][CH:4]=2)[N:8]=1)=[N+:34]=[N-:35]. (5) Given the reactants N1(O[C:11](=[O:21])[C:12]2[CH:17]=[CH:16][C:15]([NH2:18])=[C:14]([O:19][CH3:20])[CH:13]=2)C2C=CC=CC=2N=N1.[NH2:22][CH:23]1[CH2:28][CH2:27][N:26]([CH2:29][CH3:30])[CH2:25][CH2:24]1.C(N(CC)CC)C, predict the reaction product. The product is: [NH2:18][C:15]1[CH:16]=[CH:17][C:12]([C:11]([NH:22][CH:23]2[CH2:28][CH2:27][N:26]([CH2:29][CH3:30])[CH2:25][CH2:24]2)=[O:21])=[CH:13][C:14]=1[O:19][CH3:20]. (6) Given the reactants [CH3:1][O:2][C:3]1[CH:25]=[CH:24][C:6]2[C:7]([C:10]([C:12]3[CH:17]=[C:16]([O:18][CH3:19])[C:15]([O:20][CH3:21])=[C:14]([O:22][CH3:23])[CH:13]=3)=[O:11])=[CH:8][O:9][C:5]=2[C:4]=1[N+:26]([O-])=O.C([O-])=O.[NH4+].COCCOC, predict the reaction product. The product is: [NH2:26][C:4]1[C:5]2[O:9][CH:8]=[C:7]([C:10]([C:12]3[CH:13]=[C:14]([O:22][CH3:23])[C:15]([O:20][CH3:21])=[C:16]([O:18][CH3:19])[CH:17]=3)=[O:11])[C:6]=2[CH:24]=[CH:25][C:3]=1[O:2][CH3:1]. (7) Given the reactants [CH3:1][C:2]1[CH:7]=[CH:6][CH:5]=[C:4]([S:8][CH3:9])[C:3]=1[C:10]1[CH2:14][CH2:13][O:12][N:11]=1.S(=O)(=O)(O)O.[Br:20]Br, predict the reaction product. The product is: [Br:20][C:7]1[C:2]([CH3:1])=[C:3]([C:10]2[CH2:14][CH2:13][O:12][N:11]=2)[C:4]([S:8][CH3:9])=[CH:5][CH:6]=1. (8) Given the reactants [NH2:1][CH:2]1[CH:9]2[CH2:10][CH:5]3[CH2:6][CH:7]([CH2:11][CH:3]1[CH2:4]3)[CH2:8]2.[N+]([O-])(O)=[O:13].[OH-].[Na+], predict the reaction product. The product is: [NH2:1][CH:2]1[CH:3]2[CH2:11][C:7]3([OH:13])[CH2:6][CH:5]([CH2:10][CH:9]1[CH2:8]3)[CH2:4]2. (9) Given the reactants S([O-])([O:4][CH2:5][C:6]([O:15][CH2:16][CH2:17][CH2:18][CH2:19][CH2:20][CH3:21])([O:8][CH2:9][CH2:10][CH2:11][CH2:12][CH2:13][CH3:14])[CH3:7])(=O)=O.[Na+].[OH2:24], predict the reaction product. The product is: [CH2:9]([O:8][C:6]([O:15][CH2:16][CH2:17][CH2:18][CH2:19][CH2:20][CH3:21])([CH3:7])[C:5]([O:24][CH2:9][CH2:10][CH2:11][CH2:12][CH2:13][CH3:14])=[O:4])[CH2:10][CH2:11][CH2:12][CH2:13][CH3:14].